From a dataset of Full USPTO retrosynthesis dataset with 1.9M reactions from patents (1976-2016). Predict the reactants needed to synthesize the given product. (1) The reactants are: [CH3:1][O:2][C:3](=[O:24])[CH2:4][C:5]1[CH:10]=[C:9]([Br:11])[C:8]([O:12][C:13]2[CH:18]=[CH:17][C:16]([NH2:19])=[C:15]([N+:20]([O-])=O)[CH:14]=2)=[C:7]([Br:23])[CH:6]=1.S(S([O-])=O)([O-])=O.[Na+].[Na+].Br[C:34]1C=C(CC(OC)=O)C=C(Br)[C:39]=1OC1C=CC(N)=C(N)C=1.Cl.C(CC(=O)C)(=O)C. Given the product [Br:23][C:7]1[CH:6]=[C:5]([CH2:4][C:3]([O:2][CH3:1])=[O:24])[CH:10]=[C:9]([Br:11])[C:8]=1[O:12][C:13]1[CH:18]=[CH:17][C:16]2[N:19]=[C:34]([CH3:39])[NH:20][C:15]=2[CH:14]=1, predict the reactants needed to synthesize it. (2) Given the product [ClH:23].[NH2:25][CH2:26][CH2:27][O:28]/[N:29]=[C:18]1/[C:2]([CH3:1])=[C:3]2[C@:15]([CH3:20])([CH2:16][CH2:17]/1)[C@@H:14]1[C@H:6]([C@H:7]3[C@@:11]([CH2:12][CH2:13]1)([CH3:21])[C@@H:10]([OH:22])[CH2:9][CH2:8]3)[CH2:5][CH2:4]2, predict the reactants needed to synthesize it. The reactants are: [CH3:1][C:2]1[C:18](=O)[CH2:17][CH2:16][C@@:15]2([CH3:20])[C:3]=1[CH2:4][CH2:5][C@@H:6]1[C@@H:14]2[CH2:13][CH2:12][C@@:11]2([CH3:21])[C@H:7]1[CH2:8][CH2:9][C@@H:10]2[OH:22].[ClH:23].Cl.[NH2:25][CH2:26][CH2:27][O:28][NH2:29]. (3) Given the product [F:1][C:2]1[CH:7]=[C:6]([CH3:8])[CH:5]=[CH:4][C:3]=1[NH:9][C:10]1[CH:18]=[C:17]2[C:13]([C:14]([CH2:19][N:20]([CH3:28])[C:21](=[O:27])[O:22][C:23]([CH3:25])([CH3:24])[CH3:26])=[CH:15][N:16]2[S:37]([C:31]2[CH:36]=[CH:35][CH:34]=[CH:33][CH:32]=2)(=[O:39])=[O:38])=[CH:12][CH:11]=1, predict the reactants needed to synthesize it. The reactants are: [F:1][C:2]1[CH:7]=[C:6]([CH3:8])[CH:5]=[CH:4][C:3]=1[NH:9][C:10]1[CH:18]=[C:17]2[C:13]([C:14]([CH2:19][N:20]([CH3:28])[C:21](=[O:27])[O:22][C:23]([CH3:26])([CH3:25])[CH3:24])=[CH:15][NH:16]2)=[CH:12][CH:11]=1.[H-].[Na+].[C:31]1([S:37](Cl)(=[O:39])=[O:38])[CH:36]=[CH:35][CH:34]=[CH:33][CH:32]=1.[Cl-].[NH4+]. (4) Given the product [N:1]1[N:2]([C:10]2[CH:35]=[CH:34][C:13]([O:14][CH:15]([C:19]3[CH:33]=[CH:32][C:22]([C:23]([NH:25][CH2:26][CH2:27][C:28]([OH:30])=[O:29])=[O:24])=[CH:21][CH:20]=3)[CH2:16][CH2:17][CH3:18])=[CH:12][C:11]=2[CH3:36])[CH:3]=[C:4]2[C:9]=1[CH:8]=[CH:7][CH:6]=[CH:5]2, predict the reactants needed to synthesize it. The reactants are: [N:1]1[N:2]([C:10]2[CH:35]=[CH:34][C:13]([O:14][CH:15]([C:19]3[CH:33]=[CH:32][C:22]([C:23]([NH:25][CH2:26][CH2:27][C:28]([O:30]C)=[O:29])=[O:24])=[CH:21][CH:20]=3)[CH2:16][CH2:17][CH3:18])=[CH:12][C:11]=2[CH3:36])[CH:3]=[C:4]2[C:9]=1[CH:8]=[CH:7][CH:6]=[CH:5]2.C(=O)=O.